Dataset: Reaction yield outcomes from USPTO patents with 853,638 reactions. Task: Predict the reaction yield, written as a fraction of the theoretical maximum amount of product (1.0 means a 100% yield; for example, 0.34 means a 34% yield). (1) The reactants are [Cl:1][C:2]1[CH:3]=[C:4]2[C:9](=[C:10]([C:12]3[CH:17]=[CH:16][C:15]([CH3:18])=[C:14]([F:19])[CH:13]=3)[CH:11]=1)[O:8][CH:7]([C:20]([F:23])([F:22])[F:21])[C:6]([C:24]([OH:26])=[O:25])=[CH:5]2.[OH-].[Na+:28]. The catalyst is C(O)C. The product is [Cl:1][C:2]1[CH:3]=[C:4]2[C:9](=[C:10]([C:12]3[CH:17]=[CH:16][C:15]([CH3:18])=[C:14]([F:19])[CH:13]=3)[CH:11]=1)[O:8][C@H:7]([C:20]([F:22])([F:23])[F:21])[C:6]([C:24]([O-:26])=[O:25])=[CH:5]2.[Na+:28]. The yield is 1.00. (2) The yield is 0.490. The reactants are Cl[C:2]1[C:11]2[C:6](=[CH:7][C:8]([O:12][CH3:13])=[CH:9][CH:10]=2)[N:5]=[CH:4][CH:3]=1.[F:14][C:15]1[CH:20]=[C:19]([N+:21]([O-:23])=[O:22])[CH:18]=[CH:17][C:16]=1[OH:24].N1C=CC=CC=1. The product is [F:14][C:15]1[CH:20]=[C:19]([N+:21]([O-:23])=[O:22])[CH:18]=[CH:17][C:16]=1[O:24][C:2]1[C:11]2[C:6](=[CH:7][C:8]([O:12][CH3:13])=[CH:9][CH:10]=2)[N:5]=[CH:4][CH:3]=1. The catalyst is CN(C)C1C=CN=CC=1.O1CCOCC1. (3) The reactants are [CH3:1][C@:2]12[C:10]([C:11]3([CH2:14]/[CH:15]=[CH:16]\[C:17]([OH:26])([C:22]([F:25])([F:24])[F:23])[C:18]([F:21])([F:20])[F:19])[CH2:13][CH2:12]3)=[CH:9][CH2:8][C@H:7]1[C@@H:6]([OH:27])[CH2:5][CH2:4][CH2:3]2.[Cr](O[Cr]([O-])(=O)=O)([O-])(=O)=O.[NH+]1C=CC=CC=1.[NH+]1C=CC=CC=1. The catalyst is ClCCl. The product is [CH3:1][C@:2]12[C:10]([C:11]3([CH:14]=[CH:15][CH2:16][C:17]([OH:26])([C:18]([F:19])([F:20])[F:21])[C:22]([F:23])([F:24])[F:25])[CH2:13][CH2:12]3)=[CH:9][CH2:8][C@H:7]1[C:6](=[O:27])[CH2:5][CH2:4][CH2:3]2. The yield is 0.980. (4) The reactants are [I:1]N1C(=O)CCC1=O.[Cl:9][C:10]1[CH:17]=[C:14]([CH:15]=[O:16])[C:13]([OH:18])=[CH:12][CH:11]=1. The catalyst is CN(C)C=O.C(OCC)(=O)C. The product is [I:1][C:12]1[CH:11]=[C:10]([Cl:9])[CH:17]=[C:14]([CH:15]=[O:16])[C:13]=1[OH:18]. The yield is 0.900. (5) The reactants are [NH:1]1[CH2:5][CH2:4][CH:3]([OH:6])[CH2:2]1.C(=O)([O-])[O-:8].[K+].[K+].[F:13][C:14]1[CH:15]=[C:16]([N+]([O-])=O)[CH:17]=[C:18]([F:21])C=1F.[OH2:25].C[N:27]([CH:29]=O)C. No catalyst specified. The product is [F:21][CH:18]1[C:29]([N:1]2[CH2:5][CH2:4][CH:3]([OH:6])[CH2:2]2)([N+:27]([O-:8])=[O:25])[C:14]([F:13])=[CH:15][CH:16]=[CH:17]1. The yield is 0.890. (6) The reactants are [CH2:1]([O:8][P:9]([OH:19])([O:11][CH2:12][C:13]1[CH:18]=[CH:17][CH:16]=[CH:15][CH:14]=1)=[O:10])[C:2]1[CH:7]=[CH:6][CH:5]=[CH:4][CH:3]=1.C([N:27]([CH2:56][CH3:57])[C:28]([NH:30][C:31]1[NH:35][C:34]2[C:36]([C@H:51]3[CH2:55][CH2:54][CH2:53][O:52]3)=[C:37]([F:50])[C:38]([C:40]3[CH:41]=[N:42][C:43]([C:46](O)([CH3:48])[CH3:47])=[N:44][CH:45]=3)=[CH:39][C:33]=2[N:32]=1)=[O:29])(OC(C)(C)C)=O.O.C(O)(C(F)(F)F)=O.CO. The catalyst is C(Cl)Cl. The product is [P:9]([O:19][C:46]([C:43]1[N:42]=[CH:41][C:40]([C:38]2[C:37]([F:50])=[C:36]([C@H:51]3[CH2:55][CH2:54][CH2:53][O:52]3)[C:34]3[NH:35][C:31]([NH:30][C:28]([NH:27][CH2:56][CH3:57])=[O:29])=[N:32][C:33]=3[CH:39]=2)=[CH:45][N:44]=1)([CH3:47])[CH3:48])([O:11][CH2:12][C:13]1[CH:14]=[CH:15][CH:16]=[CH:17][CH:18]=1)([O:8][CH2:1][C:2]1[CH:7]=[CH:6][CH:5]=[CH:4][CH:3]=1)=[O:10]. The yield is 0.983. (7) The reactants are [Cl:1][C:2]1[CH:3]=[C:4]([CH:8]=[CH:9][C:10]=1[OH:11])[C:5]([OH:7])=O.[NH:12]1[CH2:17][CH2:16][CH2:15][C@@H:14]2[C:18]3[CH:19]=[CH:20][CH:21]=[CH:22][C:23]=3[CH2:24][C@H:13]12.F[P-](F)(F)(F)(F)F.N1(OC(N(C)C)=[N+](C)C)C2N=CC=CC=2N=N1. No catalyst specified. The product is [Cl:1][C:2]1[CH:3]=[C:4]([C:5]([N:12]2[CH2:17][CH2:16][CH2:15][C@@H:14]3[C:18]4[CH:19]=[CH:20][CH:21]=[CH:22][C:23]=4[CH2:24][C@H:13]23)=[O:7])[CH:8]=[CH:9][C:10]=1[OH:11]. The yield is 0.320. (8) The reactants are C[N:2]1[CH:7]=[C:6]([N+]([O-])=O)[CH:5]=[C:4]([N+:11]([O-:13])=[O:12])[C:3]1=O.[CH3:15][C:16]1(C)[CH2:20]C[CH2:18][C:17]1=O.N. The catalyst is CO. The product is [CH3:15][C:16]1([CH3:20])[C:7]2=[N:2][CH:3]=[C:4]([N+:11]([O-:13])=[O:12])[CH:5]=[C:6]2[CH2:18][CH2:17]1. The yield is 0.240. (9) The reactants are [H-].[Na+].[NH2:3][C@@H:4]1[C:13]2[C:8](=[CH:9][CH:10]=[CH:11][CH:12]=2)[C@H:7]([OH:14])[CH2:6][CH2:5]1.F[C:16]1[CH:17]=[CH:18][C:19]2[N:20]([C:22]([C@@H:25]3[CH2:29][CH2:28][CH2:27][N:26]3[CH2:30][CH2:31][CH2:32][O:33][Si:34]([CH:41]([CH3:43])[CH3:42])([CH:38]([CH3:40])[CH3:39])[CH:35]([CH3:37])[CH3:36])=[N:23][N:24]=2)[CH:21]=1.N. The catalyst is CN(C=O)C.CO.C(Cl)Cl. The product is [CH:41]([Si:34]([CH:35]([CH3:37])[CH3:36])([CH:38]([CH3:40])[CH3:39])[O:33][CH2:32][CH2:31][CH2:30][N:26]1[CH2:27][CH2:28][CH2:29][C@H:25]1[C:22]1[N:20]2[CH:21]=[C:16]([O:14][C@H:7]3[C:8]4[C:13](=[CH:12][CH:11]=[CH:10][CH:9]=4)[C@@H:4]([NH2:3])[CH2:5][CH2:6]3)[CH:17]=[CH:18][C:19]2=[N:24][N:23]=1)([CH3:43])[CH3:42]. The yield is 0.330.